This data is from Forward reaction prediction with 1.9M reactions from USPTO patents (1976-2016). The task is: Predict the product of the given reaction. The product is: [CH3:12][N:3]1[CH:4]=[C:5]([CH3:11])[CH:6]=[C:7]([N+:8]([O-:10])=[O:9])[C:2]1=[O:1]. Given the reactants [OH:1][C:2]1[C:7]([N+:8]([O-:10])=[O:9])=[CH:6][C:5]([CH3:11])=[CH:4][N:3]=1.[C:12]([O-])([O-])=O.[K+].[K+].CI.CCOCC, predict the reaction product.